This data is from Reaction yield outcomes from USPTO patents with 853,638 reactions. The task is: Predict the reaction yield, written as a fraction of the theoretical maximum amount of product (1.0 means a 100% yield; for example, 0.34 means a 34% yield). (1) The yield is 0.990. The catalyst is C(OCC)(=O)C. The reactants are Cl.C(OCC)(=O)C.C(OC([NH:15][CH2:16][CH2:17][CH2:18][C:19]([NH:21][C:22]1[CH:31]=[CH:30][C:29]([Cl:32])=[CH:28][C:23]=1[C:24]([O:26][CH3:27])=[O:25])=[O:20])=O)(C)(C)C. The product is [ClH:32].[NH2:15][CH2:16][CH2:17][CH2:18][C:19]([NH:21][C:22]1[CH:31]=[CH:30][C:29]([Cl:32])=[CH:28][C:23]=1[C:24]([O:26][CH3:27])=[O:25])=[O:20]. (2) The yield is 0.320. The reactants are I[C:2]1[CH:14]=[CH:13][C:5]2[C:6](=[O:12])[CH2:7][CH2:8][C:9](=[O:11])[NH:10][C:4]=2[CH:3]=1.[F-].[K+].[Sn](C)(C)(C)[CH3:18].CCOC(C)=O. The product is [CH3:18][C:2]1[CH:14]=[CH:13][C:5]2[C:6](=[O:12])[CH2:7][CH2:8][C:9](=[O:11])[NH:10][C:4]=2[CH:3]=1. The catalyst is CN(C=O)C.[Cu]I.C1C=CC([P]([Pd]([P](C2C=CC=CC=2)(C2C=CC=CC=2)C2C=CC=CC=2)([P](C2C=CC=CC=2)(C2C=CC=CC=2)C2C=CC=CC=2)[P](C2C=CC=CC=2)(C2C=CC=CC=2)C2C=CC=CC=2)(C2C=CC=CC=2)C2C=CC=CC=2)=CC=1. (3) The reactants are C([N-]C(C)C)(C)C.[Li+].[CH3:9][C:10]1[CH:11]=[C:12]([NH:21][C:22]2[N:27]=[C:26]([C:28]([F:31])([F:30])[F:29])[CH:25]=[CH:24][N:23]=2)[CH:13]=[C:14]([C:16]2[S:20][CH:19]=[N:18][CH:17]=2)[CH:15]=1.[CH:32]1([C:35]([CH:43]2[CH2:45][CH2:44]2)=[N:36][S@@:37]([C:39]([CH3:42])([CH3:41])[CH3:40])=[O:38])[CH2:34][CH2:33]1.C(O)(=O)C. The catalyst is O1CCCC1. The product is [CH:43]1([C:35]([CH:32]2[CH2:34][CH2:33]2)([C:19]2[S:20][C:16]([C:14]3[CH:13]=[C:12]([NH:21][C:22]4[N:27]=[C:26]([C:28]([F:29])([F:31])[F:30])[CH:25]=[CH:24][N:23]=4)[CH:11]=[C:10]([CH3:9])[CH:15]=3)=[CH:17][N:18]=2)[NH:36][S@@:37]([C:39]([CH3:41])([CH3:42])[CH3:40])=[O:38])[CH2:45][CH2:44]1. The yield is 0.760. (4) The reactants are [C:1]([NH:11][CH2:12][CH2:13][CH2:14][CH2:15][C:16]1[CH:21]=[CH:20][C:19]([OH:22])=[CH:18][CH:17]=1)([O:3][CH2:4][C:5]1[CH:10]=[CH:9][CH:8]=[CH:7][CH:6]=1)=[O:2].[H-].[Na+].[CH3:25][O:26][CH2:27][CH2:28]Br. The catalyst is C1COCC1.[I-].C([N+](CCCC)(CCCC)CCCC)CCC. The product is [C:1]([NH:11][CH2:12][CH2:13][CH2:14][CH2:15][C:16]1[CH:21]=[CH:20][C:19]([O:22][CH2:28][CH2:27][O:26][CH3:25])=[CH:18][CH:17]=1)([O:3][CH2:4][C:5]1[CH:6]=[CH:7][CH:8]=[CH:9][CH:10]=1)=[O:2]. The yield is 0.640. (5) The reactants are C([O:3][CH:4](OCC)[CH2:5][CH2:6][CH2:7][NH:8][C:9]([O:11][CH2:12][CH:13]1[C:25]2[C:20](=[CH:21][CH:22]=[CH:23][CH:24]=2)[C:19]2[C:14]1=[CH:15][CH:16]=[CH:17][CH:18]=2)=[O:10])C.Cl. The catalyst is O1CCOCC1. The product is [C:9]([NH:8][CH2:7][CH2:6][CH2:5][CH:4]=[O:3])([O:11][CH2:12][CH:13]1[C:25]2[C:20](=[CH:21][CH:22]=[CH:23][CH:24]=2)[C:19]2[C:14]1=[CH:15][CH:16]=[CH:17][CH:18]=2)=[O:10]. The yield is 0.900. (6) The yield is 0.770. The catalyst is C1(C)C=CC=CC=1.C(OCC)(=O)C.C1C=CC([P]([Pd]([P](C2C=CC=CC=2)(C2C=CC=CC=2)C2C=CC=CC=2)([P](C2C=CC=CC=2)(C2C=CC=CC=2)C2C=CC=CC=2)[P](C2C=CC=CC=2)(C2C=CC=CC=2)C2C=CC=CC=2)(C2C=CC=CC=2)C2C=CC=CC=2)=CC=1.O. The reactants are Br[C:2]1[CH:3]=[C:4]([CH:7]=[CH:8][C:9]=1[Cl:10])[CH:5]=[O:6].[CH3:11][C:12]1[C:13](B(O)O)=[CH:14][C:15]2[C:16](C)([CH3:24])[CH2:17][CH2:18][C:19]([CH3:23])([CH3:22])[C:20]=2[CH:21]=1.[CH2:29](O)C.C(=O)([O-])[O-].[K+].[K+]. The product is [Cl:10][C:9]1[CH:8]=[CH:7][C:4]([CH:5]=[O:6])=[CH:3][C:2]=1[C:13]1[C:12]([CH3:11])=[CH:21][C:20]2[C:19]([CH3:22])([CH3:23])[CH2:18][CH:17]([CH3:29])[CH:16]([CH3:24])[C:15]=2[CH:14]=1. (7) The reactants are [NH2:1][NH2:2].[F:3][C:4]([F:15])([F:14])[O:5][C:6]1[CH:13]=[CH:12][C:9]([CH:10]=O)=[CH:8][CH:7]=1. The catalyst is C(O)C. The product is [F:3][C:4]([F:15])([F:14])[O:5][C:6]1[CH:13]=[CH:12][C:9]([CH:10]=[N:1][NH2:2])=[CH:8][CH:7]=1. The yield is 0.910. (8) The reactants are [CH2:1]([N:3]([CH2:7][CH3:8])[C:4](Cl)=[O:5])[CH3:2].[Cl:9][C:10]1[C:11]([O:20][C:21]2[CH:25]=[C:24]([CH3:26])[NH:23][N:22]=2)=[N:12][CH:13]=[C:14]([C:16]([F:19])([F:18])[F:17])[CH:15]=1.C(=O)([O-])[O-].[K+].[K+].Cl. The catalyst is CN(C=O)C. The product is [CH2:1]([N:3]([CH2:7][CH3:8])[C:4]([N:23]1[C:24]([CH3:26])=[CH:25][C:21]([O:20][C:11]2[C:10]([Cl:9])=[CH:15][C:14]([C:16]([F:19])([F:18])[F:17])=[CH:13][N:12]=2)=[N:22]1)=[O:5])[CH3:2]. The yield is 0.112. (9) The reactants are [Br:1][C:2]1[CH:10]=[CH:9][C:5]([C:6]([OH:8])=[O:7])=[C:4]([N+:11]([O-])=O)[CH:3]=1. The catalyst is C(O)C.O1CCCC1.[Pt]. The product is [NH2:11][C:4]1[CH:3]=[C:2]([Br:1])[CH:10]=[CH:9][C:5]=1[C:6]([OH:8])=[O:7]. The yield is 0.580.